Dataset: TCR-epitope binding with 47,182 pairs between 192 epitopes and 23,139 TCRs. Task: Binary Classification. Given a T-cell receptor sequence (or CDR3 region) and an epitope sequence, predict whether binding occurs between them. (1) The epitope is LLQTGIHVRVSQPSL. Result: 1 (the TCR binds to the epitope). The TCR CDR3 sequence is CATSSLATGELFF. (2) The epitope is RIFTIGTVTLK. The TCR CDR3 sequence is CASSYLAHNEQFF. Result: 1 (the TCR binds to the epitope).